From a dataset of Full USPTO retrosynthesis dataset with 1.9M reactions from patents (1976-2016). Predict the reactants needed to synthesize the given product. Given the product [F:25][C:2]([F:1])([CH2:17][CH2:18][C:19]1[CH:24]=[CH:23][CH:22]=[CH:21][CH:20]=1)[CH2:3][N:4]1[CH2:8][CH2:7][CH:6]([S:9]([C:10]2[CH:15]=[CH:14][C:13]([OH:16])=[CH:12][CH:11]=2)=[O:26])[CH2:5]1, predict the reactants needed to synthesize it. The reactants are: [F:1][C:2]([F:25])([CH2:17][CH2:18][C:19]1[CH:24]=[CH:23][CH:22]=[CH:21][CH:20]=1)[CH2:3][N:4]1[CH2:8][CH2:7][C@H:6]([S:9][C:10]2[CH:15]=[CH:14][C:13]([OH:16])=[CH:12][CH:11]=2)[CH2:5]1.[OH:26]OS([O-])=O.[K+].